Dataset: Reaction yield outcomes from USPTO patents with 853,638 reactions. Task: Predict the reaction yield, written as a fraction of the theoretical maximum amount of product (1.0 means a 100% yield; for example, 0.34 means a 34% yield). (1) The reactants are [CH3:1][NH:2][CH2:3][C:4]1[N:5]([CH3:13])[C:6]2[C:11]([CH:12]=1)=[CH:10][CH:9]=[CH:8][CH:7]=2.[CH3:14][C:15]1([CH3:31])[O:20][C:19]2[CH:21]=[C:22]([CH:25]=[CH:26][C:27]([OH:29])=O)[CH:23]=[N:24][C:18]=2[NH:17][C:16]1=[O:30]. No catalyst specified. The product is [CH3:31][C:15]1([CH3:14])[O:20][C:19]2[CH:21]=[C:22](/[CH:25]=[CH:26]/[C:27]([N:2]([CH3:1])[CH2:3][C:4]3[N:5]([CH3:13])[C:6]4[C:11]([CH:12]=3)=[CH:10][CH:9]=[CH:8][CH:7]=4)=[O:29])[CH:23]=[N:24][C:18]=2[NH:17][C:16]1=[O:30]. The yield is 0.640. (2) The reactants are [Ag:1]=O.[C:3]12([CH2:13][S:14]([OH:17])(=[O:16])=[O:15])[C:10]([CH3:12])([CH3:11])[CH:7]([CH2:8][CH2:9]1)[CH2:6][C:4]2=[O:5]. The catalyst is C(#N)C. The product is [Ag+:1].[C:3]12([CH2:13][S:14]([O-:17])(=[O:15])=[O:16])[C:10]([CH3:12])([CH3:11])[CH:7]([CH2:8][CH2:9]1)[CH2:6][C:4]2=[O:5]. The yield is 0.950. (3) The reactants are [F:1][C:2]1[CH:25]=[CH:24][C:5]([CH2:6][NH:7][CH2:8][C:9]2[CH:23]=[CH:22][C:12]([CH2:13][NH:14][C:15](=[O:21])[O:16][C:17]([CH3:20])([CH3:19])[CH3:18])=[CH:11][CH:10]=2)=[CH:4][CH:3]=1.[Cl:26][C:27]1[C:28]([OH:38])=[C:29]([S:34](Cl)(=[O:36])=[O:35])[CH:30]=[C:31]([Cl:33])[CH:32]=1.C(N(C(C)C)CC)(C)C. The catalyst is C(Cl)Cl. The product is [Cl:26][C:27]1[C:28]([OH:38])=[C:29]([S:34]([N:7]([CH2:8][C:9]2[CH:23]=[CH:22][C:12]([CH2:13][NH:14][C:15](=[O:21])[O:16][C:17]([CH3:19])([CH3:20])[CH3:18])=[CH:11][CH:10]=2)[CH2:6][C:5]2[CH:4]=[CH:3][C:2]([F:1])=[CH:25][CH:24]=2)(=[O:36])=[O:35])[CH:30]=[C:31]([Cl:33])[CH:32]=1. The yield is 0.530. (4) The reactants are CO[C@@H:3]([CH2:8][N:9]([C:14]1[CH:19]=[CH:18][C:17]([O:20][C:21]2[CH:26]=[CH:25][C:24](Cl)=[CH:23][CH:22]=2)=[CH:16][CH:15]=1)[S:10]([CH3:13])(=[O:12])=[O:11])[C:4](OC)=O.Cl.[NH2:29][OH:30].[CH3:31][O-:32].[Na+].Cl.[CH3:35]COC(C)=O.[OH2:41]. The catalyst is CO. The product is [CH3:31][O:32][C@@H:3]([CH2:8][N:9]([C:14]1[CH:19]=[CH:18][C:17]([O:20][C:21]2[CH:26]=[CH:25][C:24]([CH3:35])=[CH:23][CH:22]=2)=[CH:16][CH:15]=1)[S:10]([CH3:13])(=[O:12])=[O:11])[C:4]([NH:29][OH:30])=[O:41]. The yield is 0.850.